Dataset: Peptide-MHC class II binding affinity with 134,281 pairs from IEDB. Task: Regression. Given a peptide amino acid sequence and an MHC pseudo amino acid sequence, predict their binding affinity value. This is MHC class II binding data. (1) The peptide sequence is KFTQFAGKDLESIKG. The MHC is DRB3_0101 with pseudo-sequence DRB3_0101. The binding affinity (normalized) is 0.0391. (2) The peptide sequence is MKEGRYEVRAELPGV. The MHC is HLA-DQA10101-DQB10501 with pseudo-sequence HLA-DQA10101-DQB10501. The binding affinity (normalized) is 0.263. (3) The peptide sequence is EIVQFLEETFAAYDQ. The MHC is DRB1_1501 with pseudo-sequence DRB1_1501. The binding affinity (normalized) is 0.268.